Dataset: Forward reaction prediction with 1.9M reactions from USPTO patents (1976-2016). Task: Predict the product of the given reaction. (1) Given the reactants COC(C1CCCN1C(C1N2C(COCC2)=C(C(=O)N[C@@H](C2C=CC=CC=2)CC)C=1)=O)=O.[CH:33]([O:36][C:37]([CH:39]1[CH2:43]C[CH2:41][N:40]1[C:44]([C:46]1[N:54]2[C:49]([CH2:50][O:51][CH2:52][CH2:53]2)=[C:48]([C:55](=[O:66])[NH:56][C@@H:57]([C:60]2[CH:65]=[CH:64][CH:63]=[CH:62][CH:61]=2)[CH2:58][CH3:59])[CH:47]=1)=[O:45])=[O:38])(C)[CH3:34].C(O)(C)C, predict the reaction product. The product is: [CH2:33]([O:36][C:37](=[O:38])[C@@H:39]([N:40]([CH3:41])[C:44]([C:46]1[N:54]2[C:49]([CH2:50][O:51][CH2:52][CH2:53]2)=[C:48]([C:55](=[O:66])[NH:56][C@@H:57]([C:60]2[CH:61]=[CH:62][CH:63]=[CH:64][CH:65]=2)[CH2:58][CH3:59])[CH:47]=1)=[O:45])[CH3:43])[CH3:34]. (2) Given the reactants [CH2:1]([CH:3]1[CH2:11][C:6]2([O:10][CH2:9][CH2:8][O:7]2)[CH2:5][CH:4]1[C:12]1[N:16]2[C:17]3[CH:23]=[CH:22][N:21](S(C4C=CC(C)=CC=4)(=O)=O)[C:18]=3[N:19]=[CH:20][C:15]2=[N:14][N:13]=1)[CH3:2], predict the reaction product. The product is: [CH2:1]([CH:3]1[CH2:11][C:6]2([O:7][CH2:8][CH2:9][O:10]2)[CH2:5][CH:4]1[C:12]1[N:16]2[C:17]3[CH:23]=[CH:22][NH:21][C:18]=3[N:19]=[CH:20][C:15]2=[N:14][N:13]=1)[CH3:2]. (3) Given the reactants [Cl:1][C:2]1[CH:3]=[C:4]([CH:9]2[CH2:13][N:12]([C:14]([CH:16]3[CH2:21][CH2:20][NH:19][CH2:18][CH2:17]3)=[O:15])[CH2:11][CH:10]2[N:22]([CH3:37])[C:23](=[O:36])[C:24]2[CH:29]=[CH:28][C:27]([O:30][CH3:31])=[C:26]([C:32]([F:35])([F:34])[F:33])[CH:25]=2)[CH:5]=[CH:6][C:7]=1[Cl:8].Cl[C:39]([O:41][CH2:42][CH3:43])=[O:40], predict the reaction product. The product is: [CH2:42]([O:41][C:39]([N:19]1[CH2:20][CH2:21][CH:16]([C:14]([N:12]2[CH2:11][CH:10]([N:22]([C:23](=[O:36])[C:24]3[CH:29]=[CH:28][C:27]([O:30][CH3:31])=[C:26]([C:32]([F:33])([F:34])[F:35])[CH:25]=3)[CH3:37])[CH:9]([C:4]3[CH:5]=[CH:6][C:7]([Cl:8])=[C:2]([Cl:1])[CH:3]=3)[CH2:13]2)=[O:15])[CH2:17][CH2:18]1)=[O:40])[CH3:43]. (4) Given the reactants [CH:1]1([N:5]2[CH2:11][CH2:10][C:9]3=[CH:12][NH:13][N:14]=[C:8]3[CH2:7][CH2:6]2)[CH2:4][CH2:3][CH2:2]1.[H-].[Na+].Br[CH2:18][C:19]1[CH:26]=[CH:25][C:22]([C:23]#[N:24])=[CH:21][CH:20]=1, predict the reaction product. The product is: [CH:1]1([N:5]2[CH2:11][CH2:10][C:9]3=[CH:12][N:13]([CH2:18][C:19]4[CH:26]=[CH:25][C:22]([C:23]#[N:24])=[CH:21][CH:20]=4)[N:14]=[C:8]3[CH2:7][CH2:6]2)[CH2:2][CH2:3][CH2:4]1. (5) Given the reactants [NH2:1][C:2]1[CH:7]=[CH:6][CH:5]=[C:4]([Br:8])[N:3]=1.Cl[CH:10](Cl)[C:11]([CH2:13]Cl)=O.C(COC)[O:17]C, predict the reaction product. The product is: [Br:8][C:4]1[N:3]2[CH:10]=[C:11]([CH:13]=[O:17])[N:1]=[C:2]2[CH:7]=[CH:6][CH:5]=1. (6) Given the reactants [Cl:1][C:2]1[CH:3]=[C:4]([CH2:12][OH:13])[CH:5]=[C:6]([S:8]([CH3:11])(=[O:10])=[O:9])[CH:7]=1.CC(OI1(OC(C)=O)(OC(C)=O)OC(=O)C2C1=CC=CC=2)=O, predict the reaction product. The product is: [Cl:1][C:2]1[CH:3]=[C:4]([CH:5]=[C:6]([S:8]([CH3:11])(=[O:10])=[O:9])[CH:7]=1)[CH:12]=[O:13]. (7) Given the reactants [CH3:1][O:2][C:3](=[O:15])[C:4](=O)[CH:5](Cl)[C:6]1[CH:11]=[CH:10][CH:9]=[C:8]([F:12])[CH:7]=1.[C:16]([NH2:19])(=[S:18])[CH3:17], predict the reaction product. The product is: [CH3:1][O:2][C:3]([C:4]1[N:19]=[C:16]([CH3:17])[S:18][C:5]=1[C:6]1[CH:11]=[CH:10][CH:9]=[C:8]([F:12])[CH:7]=1)=[O:15]. (8) Given the reactants [CH3:1][C@H:2]1[CH2:6][CH2:5][CH2:4][N:3]1[CH2:7][CH2:8][CH2:9][O:10][C:11]1[CH:23]=[C:22]2[C:14]([N:15]3[C:20](=[CH:21]2)[C:19](=[O:24])[NH:18][CH2:17][CH2:16]3)=[N:13][CH:12]=1.C[C@@H]1CCCN1, predict the reaction product. The product is: [CH3:1][C@@H:2]1[CH2:6][CH2:5][CH2:4][N:3]1[CH2:7][CH2:8][CH2:9][O:10][C:11]1[CH:23]=[C:22]2[C:14]([N:15]3[C:20](=[CH:21]2)[C:19](=[O:24])[NH:18][CH2:17][CH2:16]3)=[N:13][CH:12]=1. (9) The product is: [CH3:34][O:35][C:36](=[O:37])[NH:38][CH:39]([C:43]1[CH:48]=[CH:47][CH:46]=[CH:45][CH:44]=1)[C:6](=[O:7])[N:8]1[CH2:12][CH2:11][CH2:10][CH:9]1[C:13]1[NH:14][C:15]([C:18]2[CH:23]=[CH:22][C:21]([B:24]3[O:25][C:26]([CH3:32])([CH3:31])[C:27]([CH3:30])([CH3:29])[O:28]3)=[CH:20][CH:19]=2)=[CH:16][N:17]=1. Given the reactants C(O[C:6]([N:8]1[CH2:12][CH2:11][CH2:10][CH:9]1[C:13]1[NH:14][C:15]([C:18]2[CH:23]=[CH:22][C:21]([B:24]3[O:28][C:27]([CH3:30])([CH3:29])[C:26]([CH3:32])([CH3:31])[O:25]3)=[CH:20][CH:19]=2)=[CH:16][N:17]=1)=[O:7])(C)(C)C.Cl.[CH3:34][O:35][C:36]([NH:38][CH:39]([C:43]1[CH:48]=[CH:47][CH:46]=[CH:45][CH:44]=1)C(O)=O)=[O:37].CN(C(ON1N=NC2C=CC=NC1=2)=[N+](C)C)C.F[P-](F)(F)(F)(F)F.[O-]P([O-])([O-])=O.[K+].[K+].[K+], predict the reaction product.